This data is from Reaction yield outcomes from USPTO patents with 853,638 reactions. The task is: Predict the reaction yield, written as a fraction of the theoretical maximum amount of product (1.0 means a 100% yield; for example, 0.34 means a 34% yield). (1) The reactants are [Li]CCCC.[Cl:6][C:7]1[CH:12]=[C:11]([Cl:13])[CH:10]=[C:9]([Cl:14])[N:8]=1.[CH:15](OCC)=[O:16]. The catalyst is C1COCC1. The product is [Cl:6][C:7]1[C:12]([CH:15]=[O:16])=[C:11]([Cl:13])[CH:10]=[C:9]([Cl:14])[N:8]=1. The yield is 0.540. (2) The reactants are C[O:2][C:3](=[O:28])[C:4]1[CH:9]=[CH:8][C:7]([CH2:10][N:11]2[C:19]3[C:14](=[CH:15][C:16]([Cl:20])=[CH:17][CH:18]=3)[C:13]([CH3:21])=[C:12]2[C:22]2[CH:23]=[N:24][CH:25]=[CH:26][CH:27]=2)=[CH:6][CH:5]=1.[OH-].[Na+].Cl. The catalyst is CO. The product is [NH4+:11].[OH-:2].[Cl:20][C:16]1[CH:15]=[C:14]2[C:19](=[CH:18][CH:17]=1)[N:11]([CH2:10][C:7]1[CH:8]=[CH:9][C:4]([C:3]([OH:28])=[O:2])=[CH:5][CH:6]=1)[C:12]([C:22]1[CH:23]=[N:24][CH:25]=[CH:26][CH:27]=1)=[C:13]2[CH3:21]. The yield is 0.00100. (3) The reactants are [CH2:1]([O:8][C:9]1[CH:14]=[CH:13][C:12]([C:15]([O:24]CC2C=CC(OC)=CC=2)([C:20]([F:23])([F:22])[F:21])[C:16]([F:19])([F:18])[F:17])=[CH:11][C:10]=1[Cl:34])[C:2]1[CH:7]=[CH:6][CH:5]=[CH:4][CH:3]=1.ClCCl.FC(F)(F)C(O)=O. No catalyst specified. The product is [CH2:1]([O:8][C:9]1[CH:14]=[CH:13][C:12]([C:15]([OH:24])([C:16]([F:17])([F:18])[F:19])[C:20]([F:22])([F:23])[F:21])=[CH:11][C:10]=1[Cl:34])[C:2]1[CH:7]=[CH:6][CH:5]=[CH:4][CH:3]=1. The yield is 0.120. (4) The reactants are C1C=CC(P(C2C=CC=CC=2)C2C=CC=CC=2)=CC=1.[I:20]I.N1C=CN=C1.[CH2:27]([O:34][C:35]([N:37]1[CH2:42][CH2:41][CH2:40][CH:39]([CH2:43]O)[CH2:38]1)=[O:36])[C:28]1[CH:33]=[CH:32][CH:31]=[CH:30][CH:29]=1. The catalyst is C(Cl)Cl. The product is [CH2:27]([O:34][C:35]([N:37]1[CH2:42][CH2:41][CH2:40][CH:39]([CH2:43][I:20])[CH2:38]1)=[O:36])[C:28]1[CH:33]=[CH:32][CH:31]=[CH:30][CH:29]=1. The yield is 0.970. (5) The reactants are [CH3:1][C:2]1[CH:7]=[CH:6][C:5]([C:8](=O)[CH2:9][C:10](=O)[C:11]([F:14])([F:13])[F:12])=[CH:4][CH:3]=1.[NH2:17][C:18]1[N:19]=[CH:20][NH:21][C:22]=1[C:23]#[N:24]. No catalyst specified. The product is [CH3:1][C:2]1[CH:7]=[CH:6][C:5]([C:8]2[CH:9]=[C:10]([C:11]([F:14])([F:13])[F:12])[N:19]3[CH:20]=[N:21][C:22]([C:23]#[N:24])=[C:18]3[N:17]=2)=[CH:4][CH:3]=1. The yield is 0.440. (6) The reactants are [C:1]([OH:10])(=[O:9])[CH:2]([CH:4]([C:6]([OH:8])=[O:7])[OH:5])[OH:3].[N:11]1[CH:16]=[CH:15][CH:14]=[C:13]([CH2:17][C@H:18]2[C@H:23]([NH:24][C:25]([C:27]3[O:28][C:29]4[CH:35]=[CH:34][CH:33]=[CH:32][C:30]=4[CH:31]=3)=[O:26])[CH:22]3[CH2:36][CH2:37][N:19]2[CH2:20][CH2:21]3)[CH:12]=1.C(OCC)(=O)C. The catalyst is C(O)C. The product is [C:6]([C@H:4]([C@@H:2]([C:1]([OH:10])=[O:9])[OH:3])[OH:5])([OH:8])=[O:7].[N:11]1[CH:16]=[CH:15][CH:14]=[C:13]([CH2:17][C@H:18]2[C@H:23]([NH:24][C:25]([C:27]3[O:28][C:29]4[CH:35]=[CH:34][CH:33]=[CH:32][C:30]=4[CH:31]=3)=[O:26])[CH:22]3[CH2:36][CH2:37][N:19]2[CH2:20][CH2:21]3)[CH:12]=1. The yield is 0.797.